This data is from Forward reaction prediction with 1.9M reactions from USPTO patents (1976-2016). The task is: Predict the product of the given reaction. (1) Given the reactants [NH:1]1[C:5]2=[N:6][CH:7]=[N:8][C:9]([C:10]3[C:11]([NH:16][C:17]4[C:18]5[CH:19]=[CH:20][N:21]=[C:22](Cl)[C:23]=5[CH:24]=[CH:25][C:26]=4[CH3:27])=[N:12][CH:13]=[CH:14][CH:15]=3)=[C:4]2[CH:3]=[N:2]1.[NH2:29][C:30]1[CH:37]=[CH:36][C:33]([C:34]#[N:35])=[CH:32][CH:31]=1.CN(C1C(C2C(P(C3CCCCC3)C3CCCCC3)=CC=CC=2)=CC=CC=1)C.C[Si]([N-][Si](C)(C)C)(C)C.[Li+], predict the reaction product. The product is: [NH:1]1[C:5]2=[N:6][CH:7]=[N:8][C:9]([C:10]3[C:11]([NH:16][C:17]4[C:26]([CH3:27])=[CH:25][CH:24]=[C:23]5[C:18]=4[CH:19]=[CH:20][N:21]=[C:22]5[NH:29][C:30]4[CH:37]=[CH:36][C:33]([C:34]#[N:35])=[CH:32][CH:31]=4)=[N:12][CH:13]=[CH:14][CH:15]=3)=[C:4]2[CH:3]=[N:2]1. (2) Given the reactants [NH2:1][C:2]1[C:7]([N+:8]([O-])=O)=[CH:6][C:5]([C:11]([F:14])([F:13])[F:12])=[CH:4][N:3]=1, predict the reaction product. The product is: [NH2:1][C:2]1[C:7]([NH2:8])=[CH:6][C:5]([C:11]([F:13])([F:12])[F:14])=[CH:4][N:3]=1. (3) Given the reactants [H-].C([Al+]CC(C)C)C(C)C.[Cl:11][C:12]1[N:21]=[CH:20][C:19]([Cl:22])=[CH:18][C:13]=1[C:14](OC)=O.S(Cl)(Cl)=O.[Cl:27][C:28]1[CH:33]=[CH:32][C:31]([S:34]([O-:36])=[O:35])=[CH:30][CH:29]=1.[Na+].C([O-])(=O)C.[K+], predict the reaction product. The product is: [Cl:11][C:12]1[C:13]([CH2:14][S:34]([C:31]2[CH:32]=[CH:33][C:28]([Cl:27])=[CH:29][CH:30]=2)(=[O:36])=[O:35])=[CH:18][C:19]([Cl:22])=[CH:20][N:21]=1.